This data is from Full USPTO retrosynthesis dataset with 1.9M reactions from patents (1976-2016). The task is: Predict the reactants needed to synthesize the given product. Given the product [C:31]1([CH3:32])[CH:33]=[CH:39][CH:34]=[C:35]([C:40]([O:42][N:1]([CH2:58][C:49](=[O:56])[CH3:50])[C@@H:2]([C:6]2[N:15]([CH2:16][C:17]3[CH:18]=[CH:19][CH:20]=[CH:21][CH:22]=3)[C:14](=[O:23])[C:13]3[C:8](=[CH:9][C:10]([Cl:24])=[CH:11][CH:12]=3)[N:7]=2)[CH:3]([CH3:5])[CH3:4])=[O:41])[CH:36]=1, predict the reactants needed to synthesize it. The reactants are: [NH2:1][C@@H:2]([C:6]1[N:15]([CH2:16][C:17]2[CH:22]=[CH:21][CH:20]=[CH:19][CH:18]=2)[C:14](=[O:23])[C:13]2[C:8](=[CH:9][C:10]([Cl:24])=[CH:11][CH:12]=2)[N:7]=1)[CH:3]([CH3:5])[CH3:4].CCN([CH:31]([CH3:33])[CH3:32])C(C)C.[C:34]1(C)[C:35]([C:40]([O:42]CC(=O)CBr)=[O:41])=[CH:36]C=C[CH:39]=1.[C:49](Cl)(=[O:56])[C:50]1C=CC=CC=1.[CH3:58]N(C=O)C.